Dataset: Catalyst prediction with 721,799 reactions and 888 catalyst types from USPTO. Task: Predict which catalyst facilitates the given reaction. (1) Reactant: [NH2:1][C:2]1([C:5]2[CH:14]=[CH:13][C:8]([C:9]([O:11][CH3:12])=[O:10])=[CH:7][CH:6]=2)[CH2:4][CH2:3]1.C(N(CC)CC)C.[C:22](Cl)(=[O:26])[O:23][CH2:24][CH3:25]. Product: [CH2:24]([O:23][C:22]([NH:1][C:2]1([C:5]2[CH:14]=[CH:13][C:8]([C:9]([O:11][CH3:12])=[O:10])=[CH:7][CH:6]=2)[CH2:4][CH2:3]1)=[O:26])[CH3:25]. The catalyst class is: 4. (2) Reactant: [Br:1][C:2]1[CH:10]=[C:9]([OH:11])[CH:8]=[C:7]2[C:3]=1[CH2:4][NH:5][C:6]2=[O:12].C(=O)([O-])[O-].[Cs+].[Cs+].[I-].[K+].[C:21]([NH:28][CH2:29][CH2:30]Br)([O:23][C:24]([CH3:27])([CH3:26])[CH3:25])=[O:22]. Product: [Br:1][C:2]1[CH:10]=[C:9]([O:11][CH2:30][CH2:29][NH:28][C:21](=[O:22])[O:23][C:24]([CH3:27])([CH3:26])[CH3:25])[CH:8]=[C:7]2[C:3]=1[CH2:4][NH:5][C:6]2=[O:12]. The catalyst class is: 3. (3) The catalyst class is: 12. Reactant: [CH:1]([C:4]1[CH:5]=[C:6]([NH:10][C:11]([C:13]2[CH:14]=[C:15]([N:19]3[CH2:28][C:27]4[CH:26]=[N:25][CH:24]=[C:23]([C:29]([O:31]C)=[O:30])[C:22]=4[CH2:21][CH2:20]3)[CH:16]=[CH:17][CH:18]=2)=[O:12])[CH:7]=[CH:8][CH:9]=1)([CH3:3])[CH3:2].[OH-].[Na+].Cl.O. Product: [CH:1]([C:4]1[CH:5]=[C:6]([NH:10][C:11]([C:13]2[CH:14]=[C:15]([N:19]3[CH2:28][C:27]4[CH:26]=[N:25][CH:24]=[C:23]([C:29]([OH:31])=[O:30])[C:22]=4[CH2:21][CH2:20]3)[CH:16]=[CH:17][CH:18]=2)=[O:12])[CH:7]=[CH:8][CH:9]=1)([CH3:3])[CH3:2]. (4) Reactant: [C:1]1([CH3:7])[CH:6]=[CH:5][CH:4]=[CH:3][CH:2]=1.[CH2:8]([OH:10])[CH3:9].[BH4-].[Na+].Cl.C[C:15](=[O:17])C. Product: [O:10]1[C:2]2[CH:3]=[CH:4][CH:5]=[CH:6][C:1]=2[CH2:7][CH2:9][C@@H:8]1[CH2:15][OH:17]. The catalyst class is: 6. (5) Reactant: [F:1][C:2]([F:18])([C:14]([F:17])([F:16])[F:15])[C@@:3]([OH:13])([C:7]1[CH:12]=[CH:11][CH:10]=[CH:9][CH:8]=1)[C:4]([OH:6])=O.[F:19][C:20]([F:30])([F:29])C1C=CC(CN)=NC=1.C(N(C(C)C)CC)(C)C.C1CN([P+](O[N:57]2N=[N:64][C:59]3[CH:60]=[CH:61][CH:62]=[CH:63][C:58]2=3)(N2CCCC2)N2CCCC2)CC1.F[P-](F)(F)(F)(F)F. Product: [F:18][C:2]([F:1])([C:14]([F:17])([F:16])[F:15])[C@@:3]([OH:13])([C:7]1[CH:12]=[CH:11][CH:10]=[CH:9][CH:8]=1)[C:4]([NH:64][CH2:59][C:60]1[CH:61]=[C:62]([C:20]([F:30])([F:29])[F:19])[CH:63]=[CH:58][N:57]=1)=[O:6]. The catalyst class is: 18. (6) Reactant: [NH2:1][C:2]1[CH:11]=[C:10]2[C:5]([CH:6]=[C:7]([C:16]3[C:17]([Cl:34])=[CH:18][C:19]([F:33])=[C:20]([NH:22][C:23]([NH:25][C:26]4[CH:31]=[CH:30][CH:29]=[C:28]([F:32])[CH:27]=4)=[O:24])[CH:21]=3)[C:8](=[O:15])[N:9]2[CH:12]([CH3:14])[CH3:13])=[CH:4][N:3]=1.[C:35](Cl)(=[O:37])[CH3:36]. Product: [Cl:34][C:17]1[CH:18]=[C:19]([F:33])[C:20]([NH:22][C:23]([NH:25][C:26]2[CH:31]=[CH:30][CH:29]=[C:28]([F:32])[CH:27]=2)=[O:24])=[CH:21][C:16]=1[C:7]1[C:8](=[O:15])[N:9]([CH:12]([CH3:14])[CH3:13])[C:10]2[C:5]([CH:6]=1)=[CH:4][N:3]=[C:2]([NH:1][C:35](=[O:37])[CH3:36])[CH:11]=2. The catalyst class is: 17.